This data is from Full USPTO retrosynthesis dataset with 1.9M reactions from patents (1976-2016). The task is: Predict the reactants needed to synthesize the given product. (1) Given the product [CH3:39][C@H:2]1[C:3](=[O:4])[O:5][CH2:6][C@@H:7]([C:8]2[CH:13]=[CH:12][CH:11]=[CH:10][CH:9]=2)[NH:14][C:15](=[O:38])[C@H:16]([NH:20][C:21](=[O:22])[O:23][CH2:24][CH:25]2[C:37]3[CH:36]=[CH:35][CH:34]=[CH:33][C:32]=3[C:31]3[C:26]2=[CH:27][CH:28]=[CH:29][CH:30]=3)[CH2:17][CH:18]=[CH:19][CH2:1]1, predict the reactants needed to synthesize it. The reactants are: [CH3:1][C@H:2]([CH2:39]C=C)[C:3]([O:5][CH2:6][C@H:7]([NH:14][C:15](=[O:38])[C@H:16]([NH:20][C:21]([O:23][CH2:24][CH:25]1[C:37]2[CH:36]=[CH:35][CH:34]=[CH:33][C:32]=2[C:31]2[C:26]1=[CH:27][CH:28]=[CH:29][CH:30]=2)=[O:22])[CH2:17][CH:18]=[CH2:19])[C:8]1[CH:13]=[CH:12][CH:11]=[CH:10][CH:9]=1)=[O:4]. (2) The reactants are: Br[C:2]1[CH:3]=[C:4]2[C:10]([CH3:11])=[N:9][NH:8][C:5]2=[N:6][CH:7]=1.[B:12]1([B:12]2[O:16][C:15]([CH3:18])([CH3:17])[C:14]([CH3:20])([CH3:19])[O:13]2)[O:16][C:15]([CH3:18])([CH3:17])[C:14]([CH3:20])([CH3:19])[O:13]1.C([O-])(=O)C.[K+]. Given the product [CH3:11][C:10]1[C:4]2[C:5](=[N:6][CH:7]=[C:2]([B:12]3[O:16][C:15]([CH3:18])([CH3:17])[C:14]([CH3:20])([CH3:19])[O:13]3)[CH:3]=2)[NH:8][N:9]=1, predict the reactants needed to synthesize it. (3) Given the product [CH3:1][C:2]1([CH3:19])[O:7][CH2:6][N:5]([CH2:8][C:9]2[CH:14]=[CH:13][CH:12]=[CH:11][C:10]=2[NH2:15])[C:4](=[O:18])[CH2:3]1, predict the reactants needed to synthesize it. The reactants are: [CH3:1][C:2]1([CH3:19])[O:7][CH2:6][N:5]([CH2:8][C:9]2[CH:14]=[CH:13][CH:12]=[CH:11][C:10]=2[N+:15]([O-])=O)[C:4](=[O:18])[CH2:3]1.[Cl-].[NH4+]. (4) Given the product [CH2:33]([N:35]1[CH2:36][CH:37]=[C:38]([C:41]2[CH:46]=[CH:45][C:44]([N+:47]([O-:49])=[O:48])=[C:43]([CH3:50])[CH:42]=2)[CH2:39][CH2:40]1)[CH3:34], predict the reactants needed to synthesize it. The reactants are: C1(NC2N=C(NC3C=CC(C4CCN(CC)CC4)=CC=3C)N=C3C=2N=CN3)CCCCC1.[CH2:33]([N:35]1[CH2:40][CH2:39][CH:38]([C:41]2[CH:46]=[CH:45][C:44]([N+:47]([O-:49])=[O:48])=[C:43]([CH3:50])[CH:42]=2)[CH2:37][CH2:36]1)[CH3:34].NC1C=CC=CC=1.ClC1N=C2C(N=CN2C2CCCCO2)=C(NC2CCCCC2)N=1. (5) Given the product [C:19]([NH:16][C:17]([N:7]1[CH2:8][CH2:9][N:4]2[N:3]=[C:2]([I:1])[C:10]([C:11]([O:13][CH2:14][CH3:15])=[O:12])=[C:5]2[CH2:6]1)=[O:18])([CH3:22])([CH3:21])[CH3:20], predict the reactants needed to synthesize it. The reactants are: [I:1][C:2]1[C:10]([C:11]([O:13][CH2:14][CH3:15])=[O:12])=[C:5]2[CH2:6][NH:7][CH2:8][CH2:9][N:4]2[N:3]=1.[N:16]([C:19]([CH3:22])([CH3:21])[CH3:20])=[C:17]=[O:18].